Dataset: Reaction yield outcomes from USPTO patents with 853,638 reactions. Task: Predict the reaction yield, written as a fraction of the theoretical maximum amount of product (1.0 means a 100% yield; for example, 0.34 means a 34% yield). The reactants are Cl[C:2]1[N:7]=[C:6]([C:8](=O)[C:9]([F:21])([F:20])[C:10]2[CH:11]=[C:12]3[C:17](=[CH:18][CH:19]=2)[N:16]=[CH:15][CH:14]=[CH:13]3)[C:5](F)=[CH:4][CH:3]=1.C([Li])CCC.[CH2:29]1[N:34]2[CH2:35][CH2:36][N:34]([CH2:35][CH2:36]2)[CH2:29]1.ClC1C=CC(F)=[CH:40][N:39]=1.FC(F)(C1C=C2C(=CC=1)N=CC=C2)C([N:49]([O:51]C)C)=O. The catalyst is CCOCC. The product is [F:20][C:9]([F:21])([C:8]1[C:6]2=[N:7][C:2]([C:36]3[CH:40]=[N:39][N:34]([CH3:29])[CH:35]=3)=[CH:3][CH:4]=[C:5]2[O:51][N:49]=1)[C:10]1[CH:11]=[C:12]2[C:17](=[CH:18][CH:19]=1)[N:16]=[CH:15][CH:14]=[CH:13]2. The yield is 0.800.